Dataset: Forward reaction prediction with 1.9M reactions from USPTO patents (1976-2016). Task: Predict the product of the given reaction. (1) Given the reactants [CH3:1][O:2][C:3]([C:5]1[N:6]([NH2:11])[CH:7]=[C:8]([Cl:10])[CH:9]=1)=[O:4].[N:12]1[CH:17]=[CH:16][CH:15]=[C:14]([CH:18]=O)[CH:13]=1, predict the reaction product. The product is: [CH3:1][O:2][C:3]([C:5]1[N:6]([N:11]=[CH:18][C:14]2[CH:13]=[N:12][CH:17]=[CH:16][CH:15]=2)[CH:7]=[C:8]([Cl:10])[CH:9]=1)=[O:4]. (2) Given the reactants [H-].[Na+].[Br:3][C:4]1[CH:5]=[C:6]2[C:10](=[CH:11][CH:12]=1)[NH:9][CH:8]=[CH:7]2.Br[CH2:14][CH2:15][CH2:16][CH2:17][CH2:18][CH2:19][CH2:20][CH3:21], predict the reaction product. The product is: [Br:3][C:4]1[CH:5]=[C:6]2[C:10](=[CH:11][CH:12]=1)[N:9]([CH2:14][CH2:15][CH2:16][CH2:17][CH2:18][CH2:19][CH2:20][CH3:21])[CH:8]=[CH:7]2. (3) Given the reactants [C:1](O)(=O)[CH2:2][C:3]([OH:5])=[O:4].[C:8]([C:12]1[CH:19]=[CH:18][C:15](C=O)=[CH:14][CH:13]=1)([CH3:11])([CH3:10])[CH3:9].N1CCCCC1.Cl, predict the reaction product. The product is: [C:8]([C:12]1[CH:19]=[CH:18][C:15](/[CH:1]=[CH:2]/[C:3]([OH:5])=[O:4])=[CH:14][CH:13]=1)([CH3:11])([CH3:10])[CH3:9]. (4) Given the reactants F[C:2]1[CH:9]=[CH:8][CH:7]=[C:6]([F:10])[C:3]=1[CH:4]=[O:5].[Cl:11][C:12]1[CH:17]=[CH:16][C:15]([SH:18])=[CH:14][CH:13]=1.C([O-])([O-])=O.[K+].[K+].O, predict the reaction product. The product is: [Cl:11][C:12]1[CH:17]=[CH:16][C:15]([S:18][C:2]2[CH:9]=[CH:8][CH:7]=[C:6]([F:10])[C:3]=2[CH:4]=[O:5])=[CH:14][CH:13]=1. (5) Given the reactants Cl[C:2]1[C:3]([NH2:9])=[N:4][CH:5]=[N:6][C:7]=1Cl.[NH2:10][CH2:11][CH:12]1[CH2:17][CH2:16][N:15]([C:18]([O:20]C(C)(C)C)=O)[CH2:14][CH2:13]1.[O:25]([C:32]1[N:37]=[CH:36][C:35](B2OC(C)(C)C(C)(C)O2)=[CH:34][N:33]=1)[C:26]1[CH:31]=[CH:30][CH:29]=[CH:28][CH:27]=1.[C:47](Cl)(=O)[CH:48]=C, predict the reaction product. The product is: [NH2:9][C:3]1[N:4]=[CH:5][N:6]=[C:7]([NH:10][CH2:11][CH:12]2[CH2:13][CH2:14][N:15]([C:18](=[O:20])[CH:47]=[CH2:48])[CH2:16][CH2:17]2)[C:2]=1[C:35]1[CH:36]=[N:37][C:32]([O:25][C:26]2[CH:31]=[CH:30][CH:29]=[CH:28][CH:27]=2)=[N:33][CH:34]=1.